From a dataset of Forward reaction prediction with 1.9M reactions from USPTO patents (1976-2016). Predict the product of the given reaction. (1) Given the reactants Cl.[CH2:2]([NH:4][CH2:5][CH3:6])[CH3:3].[CH3:7][C:8]1[CH:17]=[N:16][C:15]2[C:10](=[CH:11][CH:12]=[CH:13][CH:14]=2)[N:9]=1.[CH2:18]=O.Cl, predict the reaction product. The product is: [NH3:4].[CH2:2]([N:4]([CH2:5][CH3:6])[CH2:18][CH2:7][C:8]1[CH:17]=[N:16][C:15]2[C:10](=[CH:11][CH:12]=[CH:13][CH:14]=2)[N:9]=1)[CH3:3]. (2) Given the reactants [Br:1]Br.[CH2:3]([O:10][C:11]1[CH:16]=[CH:15][C:14]([C:17](=[O:19])[CH3:18])=[CH:13][CH:12]=1)[C:4]1[CH:9]=[CH:8][CH:7]=[CH:6][CH:5]=1, predict the reaction product. The product is: [Br:1][CH2:18][C:17]([C:14]1[CH:13]=[CH:12][C:11]([O:10][CH2:3][C:4]2[CH:5]=[CH:6][CH:7]=[CH:8][CH:9]=2)=[CH:16][CH:15]=1)=[O:19]. (3) Given the reactants [CH2:1]([C:3]1[O:7][C:6]([C:8]2[CH:13]=[CH:12][C:11]([N+:14]([O-])=O)=[CH:10][CH:9]=2)=[N:5][C:4]=1[C:17]([O:19][CH2:20][CH3:21])=[O:18])[CH3:2], predict the reaction product. The product is: [NH2:14][C:11]1[CH:10]=[CH:9][C:8]([C:6]2[O:7][C:3]([CH2:1][CH3:2])=[C:4]([C:17]([O:19][CH2:20][CH3:21])=[O:18])[N:5]=2)=[CH:13][CH:12]=1. (4) Given the reactants [Br:1][C:2]1[CH:11]=[CH:10][C:9]2[N:8]=[CH:7][C:6]3[N:12]=[CH:13][N:14]([C:15]4[CH:20]=[CH:19][C:18](F)=[CH:17][CH:16]=4)[C:5]=3[C:4]=2[CH:3]=1.C(=O)([O-])[O-].[K+].[K+].[CH3:28][N:29]1[CH2:34][CH2:33][NH:32][CH2:31][CH2:30]1.C(OCC)(=O)C, predict the reaction product. The product is: [Br:1][C:2]1[CH:11]=[CH:10][C:9]2[N:8]=[CH:7][C:6]3[N:12]=[CH:13][N:14]([C:15]4[CH:20]=[CH:19][C:18]([N:32]5[CH2:33][CH2:34][N:29]([CH3:28])[CH2:30][CH2:31]5)=[CH:17][CH:16]=4)[C:5]=3[C:4]=2[CH:3]=1. (5) Given the reactants [BH4-].[Na+].[CH3:15][C:14]([O:13][C:11](O[C:11]([O:13][C:14]([CH3:17])([CH3:16])[CH3:15])=[O:12])=[O:12])([CH3:17])[CH3:16].[Br:18][C:19]1[CH:20]=[C:21]([CH:24]=[C:25]([F:27])[CH:26]=1)[C:22]#[N:23], predict the reaction product. The product is: [Br:18][C:19]1[CH:20]=[C:21]([CH2:22][NH:23][C:11](=[O:12])[O:13][C:14]([CH3:15])([CH3:16])[CH3:17])[CH:24]=[C:25]([F:27])[CH:26]=1.